This data is from Catalyst prediction with 721,799 reactions and 888 catalyst types from USPTO. The task is: Predict which catalyst facilitates the given reaction. (1) Reactant: [C:1](N1C=CN=C1)(N1C=CN=C1)=[O:2].[CH:13]([O:16][C:17]1[CH:23]=[CH:22][C:20]([NH2:21])=[CH:19][CH:18]=1)([CH3:15])[CH3:14].[CH3:24][O:25][C:26]1[CH:27]=[C:28]2[C:33](=[CH:34][C:35]=1[O:36][CH3:37])[N:32]=[CH:31][N:30]=[C:29]2[N:38]1[CH2:41][CH:40]([CH2:42][NH2:43])[CH2:39]1. The catalyst class is: 2. Product: [CH3:24][O:25][C:26]1[CH:27]=[C:28]2[C:33](=[CH:34][C:35]=1[O:36][CH3:37])[N:32]=[CH:31][N:30]=[C:29]2[N:38]1[CH2:41][CH:40]([CH2:42][NH:43][C:1]([NH:21][C:20]2[CH:22]=[CH:23][C:17]([O:16][CH:13]([CH3:15])[CH3:14])=[CH:18][CH:19]=2)=[O:2])[CH2:39]1. (2) Reactant: [CH3:1][O:2][C:3]1[CH:8]=[CH:7][C:6]([C:9]2[CH:14]=[CH:13][CH:12]=[CH:11][C:10]=2[CH3:15])=[CH:5][CH:4]=1.[C:16](OC(=O)C)(=[O:18])[CH3:17].[Al+3].[Cl-].[Cl-].[Cl-].CC#N. Product: [CH3:1][O:2][C:3]1[CH:4]=[CH:5][C:6]([C:9]2[CH:14]=[CH:13][C:12]([C:16](=[O:18])[CH3:17])=[CH:11][C:10]=2[CH3:15])=[CH:7][CH:8]=1. The catalyst class is: 34. (3) The catalyst class is: 10. Reactant: [Br:1][C:2]1[CH:3]=[C:4]([C:12]2[O:16][N:15]=[C:14]([C:17]3[CH:25]=[CH:24][C:23]4[NH:22][C:21]5[CH:26]([CH2:29][C:30]([O:32]CC)=[O:31])[CH2:27][CH2:28][C:20]=5[C:19]=4[CH:18]=3)[N:13]=2)[CH:5]=[C:6]([C:8]([F:11])([F:10])[F:9])[CH:7]=1.[Br-].[Li+].C(N(CC)CC)C. Product: [Br:1][C:2]1[CH:3]=[C:4]([C:12]2[O:16][N:15]=[C:14]([C:17]3[CH:25]=[CH:24][C:23]4[NH:22][C:21]5[CH:26]([CH2:29][C:30]([OH:32])=[O:31])[CH2:27][CH2:28][C:20]=5[C:19]=4[CH:18]=3)[N:13]=2)[CH:5]=[C:6]([C:8]([F:9])([F:11])[F:10])[CH:7]=1. (4) Reactant: S(=O)(=O)(O)O.[N+:6]([O-:9])(O)=[O:7].[O:10]=[C:11]1[CH2:17][CH2:16][C:15]2[CH:18]=[CH:19][CH:20]=[CH:21][C:14]=2[CH2:13][CH2:12]1. Product: [N+:6]([C:19]1[CH:20]=[CH:21][C:14]2[CH2:13][CH2:12][C:11](=[O:10])[CH2:17][CH2:16][C:15]=2[CH:18]=1)([O-:9])=[O:7]. The catalyst class is: 463. (5) Reactant: [C:1]([C:5]1[N:9]([CH2:10][CH:11]2[CH2:16][CH2:15][CH2:14][CH2:13][CH2:12]2)[C:8]2[CH:17]=[CH:18][C:19]([NH:21][C:22](=O)OC)=[CH:20][C:7]=2[N:6]=1)([CH3:4])([CH3:3])[CH3:2].Cl.CCOCC.[H-].[H-].[H-].[H-].[Li+].[Al+3]. Product: [C:1]([C:5]1[N:9]([CH2:10][CH:11]2[CH2:16][CH2:15][CH2:14][CH2:13][CH2:12]2)[C:8]2[CH:17]=[CH:18][C:19]([NH:21][CH3:22])=[CH:20][C:7]=2[N:6]=1)([CH3:4])([CH3:2])[CH3:3]. The catalyst class is: 1. (6) Reactant: CS([O:5][CH2:6][C:7]1([C:11]([O:13][CH2:14][CH3:15])=[O:12])[CH2:10][CH2:9][CH2:8]1)(=O)=O.[Br:16][C:17]1[CH:22]=[CH:21][C:20](O)=[CH:19][CH:18]=1.C(=O)([O-])[O-].[Cs+].[Cs+]. Product: [Br:16][C:17]1[CH:22]=[CH:21][C:20]([O:5][CH2:6][C:7]2([C:11]([O:13][CH2:14][CH3:15])=[O:12])[CH2:10][CH2:9][CH2:8]2)=[CH:19][CH:18]=1. The catalyst class is: 3.